Predict the product of the given reaction. From a dataset of Forward reaction prediction with 1.9M reactions from USPTO patents (1976-2016). (1) Given the reactants [CH3:1][C:2]1[N:7]=[CH:6][C:5]([O:8][CH2:9][CH2:10][CH2:11][S:12][C:13]2[C:22]3[C:17](=[CH:18][C:19]([C:23]([F:26])([F:25])[F:24])=[CH:20][CH:21]=3)[N:16]=[CH:15][CH:14]=2)=[CH:4][CH:3]=1.[ClH:27].O=P12OP3(OP(OP(O3)(O1)=O)(=O)O2)=O, predict the reaction product. The product is: [ClH:27].[ClH:27].[CH3:1][C:2]1[N:7]=[CH:6][C:5]([O:8][CH2:9][CH2:10][CH2:11][S:12][C:13]2[C:22]3[C:17](=[CH:18][C:19]([C:23]([F:26])([F:25])[F:24])=[CH:20][CH:21]=3)[N:16]=[CH:15][CH:14]=2)=[CH:4][CH:3]=1. (2) Given the reactants [Br-].[Li+].C(#N)C.[CH2:6]([N:13]1[CH2:19][CH2:18][CH:17]2[CH:15]([O:16]2)[CH2:14]1)[C:7]1[CH:12]=[CH:11][CH:10]=[CH:9][CH:8]=1.[NH2:20][C:21]1[CH:34]=[C:33]2[C:24]([O:25][C:26]3[C:27]([C:35]4[NH:40][C:39](=[O:41])[CH:38]=[C:37]([N:42]5[CH2:47][CH2:46][O:45][CH2:44][CH2:43]5)[CH:36]=4)=[CH:28][CH:29]=[CH:30][C:31]=3[CH2:32]2)=[CH:23][CH:22]=1, predict the reaction product. The product is: [CH2:6]([N:13]1[CH2:19][CH2:18][C@@H:17]([NH:20][C:21]2[CH:34]=[C:33]3[C:24]([O:25][C:26]4[C:27]([C:35]5[NH:40][C:39](=[O:41])[CH:38]=[C:37]([N:42]6[CH2:47][CH2:46][O:45][CH2:44][CH2:43]6)[CH:36]=5)=[CH:28][CH:29]=[CH:30][C:31]=4[CH2:32]3)=[CH:23][CH:22]=2)[C@H:15]([OH:16])[CH2:14]1)[C:7]1[CH:12]=[CH:11][CH:10]=[CH:9][CH:8]=1.